This data is from NCI-60 drug combinations with 297,098 pairs across 59 cell lines. The task is: Regression. Given two drug SMILES strings and cell line genomic features, predict the synergy score measuring deviation from expected non-interaction effect. (1) Drug 1: CC(C1=C(C=CC(=C1Cl)F)Cl)OC2=C(N=CC(=C2)C3=CN(N=C3)C4CCNCC4)N. Drug 2: C1CC(C1)(C(=O)O)C(=O)O.[NH2-].[NH2-].[Pt+2]. Cell line: SF-268. Synergy scores: CSS=24.3, Synergy_ZIP=3.62, Synergy_Bliss=6.14, Synergy_Loewe=1.57, Synergy_HSA=4.76. (2) Drug 1: C1=NC2=C(N1)C(=S)N=C(N2)N. Drug 2: C(CN)CNCCSP(=O)(O)O. Cell line: MOLT-4. Synergy scores: CSS=52.8, Synergy_ZIP=-0.810, Synergy_Bliss=-0.819, Synergy_Loewe=-21.3, Synergy_HSA=-0.620. (3) Drug 1: C1CCC(CC1)NC(=O)N(CCCl)N=O. Drug 2: C1CCC(C(C1)N)N.C(=O)(C(=O)[O-])[O-].[Pt+4]. Cell line: HCT116. Synergy scores: CSS=39.1, Synergy_ZIP=2.01, Synergy_Bliss=1.28, Synergy_Loewe=-0.787, Synergy_HSA=6.41. (4) Drug 1: CC1=C2C(C(=O)C3(C(CC4C(C3C(C(C2(C)C)(CC1OC(=O)C(C(C5=CC=CC=C5)NC(=O)OC(C)(C)C)O)O)OC(=O)C6=CC=CC=C6)(CO4)OC(=O)C)OC)C)OC. Drug 2: CC12CCC(CC1=CCC3C2CCC4(C3CC=C4C5=CN=CC=C5)C)O. Cell line: IGROV1. Synergy scores: CSS=38.9, Synergy_ZIP=7.60, Synergy_Bliss=8.25, Synergy_Loewe=-4.53, Synergy_HSA=9.69. (5) Synergy scores: CSS=10.8, Synergy_ZIP=2.88, Synergy_Bliss=10.1, Synergy_Loewe=-1.62, Synergy_HSA=2.50. Drug 1: C1=CN(C=N1)CC(O)(P(=O)(O)O)P(=O)(O)O. Cell line: HCC-2998. Drug 2: CC1=C(N=C(N=C1N)C(CC(=O)N)NCC(C(=O)N)N)C(=O)NC(C(C2=CN=CN2)OC3C(C(C(C(O3)CO)O)O)OC4C(C(C(C(O4)CO)O)OC(=O)N)O)C(=O)NC(C)C(C(C)C(=O)NC(C(C)O)C(=O)NCCC5=NC(=CS5)C6=NC(=CS6)C(=O)NCCC[S+](C)C)O. (6) Drug 2: CC1=C(C(=CC=C1)Cl)NC(=O)C2=CN=C(S2)NC3=CC(=NC(=N3)C)N4CCN(CC4)CCO. Drug 1: C1=NC(=NC(=O)N1C2C(C(C(O2)CO)O)O)N. Cell line: SK-MEL-5. Synergy scores: CSS=6.39, Synergy_ZIP=-2.12, Synergy_Bliss=1.94, Synergy_Loewe=0.988, Synergy_HSA=1.21. (7) Drug 1: CC1C(C(CC(O1)OC2CC(OC(C2O)C)OC3=CC4=CC5=C(C(=O)C(C(C5)C(C(=O)C(C(C)O)O)OC)OC6CC(C(C(O6)C)O)OC7CC(C(C(O7)C)O)OC8CC(C(C(O8)C)O)(C)O)C(=C4C(=C3C)O)O)O)O. Drug 2: CS(=O)(=O)OCCCCOS(=O)(=O)C. Cell line: A549. Synergy scores: CSS=25.9, Synergy_ZIP=-1.82, Synergy_Bliss=-0.483, Synergy_Loewe=-2.63, Synergy_HSA=0.122. (8) Drug 1: C1CCN(CC1)CCOC2=CC=C(C=C2)C(=O)C3=C(SC4=C3C=CC(=C4)O)C5=CC=C(C=C5)O. Drug 2: COC1=C(C=C2C(=C1)N=CN=C2NC3=CC(=C(C=C3)F)Cl)OCCCN4CCOCC4. Cell line: SNB-75. Synergy scores: CSS=28.0, Synergy_ZIP=-3.75, Synergy_Bliss=-2.79, Synergy_Loewe=-3.50, Synergy_HSA=-1.92.